Dataset: Peptide-MHC class I binding affinity with 185,985 pairs from IEDB/IMGT. Task: Regression. Given a peptide amino acid sequence and an MHC pseudo amino acid sequence, predict their binding affinity value. This is MHC class I binding data. (1) The peptide sequence is VSPLFLTS. The MHC is H-2-Kb with pseudo-sequence H-2-Kb. The binding affinity (normalized) is 0.239. (2) The peptide sequence is IHAEFQASL. The MHC is HLA-A02:12 with pseudo-sequence HLA-A02:12. The binding affinity (normalized) is 0.0847. (3) The peptide sequence is ELYRLELGDY. The MHC is Mamu-B17 with pseudo-sequence Mamu-B17. The binding affinity (normalized) is 0. (4) The peptide sequence is RESGLLPSLL. The binding affinity (normalized) is 0.583. The MHC is HLA-B44:02 with pseudo-sequence HLA-B44:02. (5) The peptide sequence is YTPGPGIRY. The MHC is HLA-A24:02 with pseudo-sequence HLA-A24:02. The binding affinity (normalized) is 0.